From a dataset of Catalyst prediction with 721,799 reactions and 888 catalyst types from USPTO. Predict which catalyst facilitates the given reaction. (1) Reactant: [NH2:1][C:2]1[C:3]2[CH:10]=[CH:9][N:8]([C@@H:11]3[O:15][C@H:14]([CH2:16][OH:17])[C@@H:13]([O:18][C:19](=[O:32])[C@@H:20]([NH:24]C(OC(C)(C)C)=O)[CH:21]([CH3:23])[CH3:22])[C@@:12]3([C:34]#[CH:35])[OH:33])[C:4]=2[N:5]=[CH:6][N:7]=1.Cl. Product: [NH2:1][C:2]1[C:3]2[CH:10]=[CH:9][N:8]([C@@H:11]3[O:15][C@H:14]([CH2:16][OH:17])[C@@H:13]([O:18][C:19](=[O:32])[C@@H:20]([NH2:24])[CH:21]([CH3:23])[CH3:22])[C@@:12]3([C:34]#[CH:35])[OH:33])[C:4]=2[N:5]=[CH:6][N:7]=1. The catalyst class is: 5. (2) The catalyst class is: 81. Reactant: [O:1]1[CH2:6][CH2:5][C:4](=O)[CH2:3][CH2:2]1.[Li+].CC([N-:12]C(C)C)C.C([C:18]([O:20][CH2:21][CH3:22])=[O:19])#N.[C:23]1([CH3:29])[CH:28]=[CH:27][CH:26]=[CH:25][CH:24]=1. Product: [CH2:29]([NH:12][C:4]1[CH2:5][CH2:6][O:1][CH2:2][C:3]=1[C:18]([O:20][CH2:21][CH3:22])=[O:19])[C:23]1[CH:28]=[CH:27][CH:26]=[CH:25][CH:24]=1. (3) Reactant: [C:1]([C:5]1[CH:6]=[C:7]([C:15]2[N:19]([C:20]3[CH:21]=[N:22][C:23]([C:26](=[O:30])[N:27]([CH3:29])[CH3:28])=[CH:24][CH:25]=3)[N:18]=[C:17]([C:31]3[CH:40]=[CH:39][C:34]([C:35]([O:37]C)=[O:36])=[CH:33][CH:32]=3)[CH:16]=2)[CH:8]=[C:9]([C:11]([CH3:14])([CH3:13])[CH3:12])[CH:10]=1)([CH3:4])([CH3:3])[CH3:2].[Li+].[OH-].Cl. Product: [C:1]([C:5]1[CH:6]=[C:7]([C:15]2[N:19]([C:20]3[CH:21]=[N:22][C:23]([C:26](=[O:30])[N:27]([CH3:28])[CH3:29])=[CH:24][CH:25]=3)[N:18]=[C:17]([C:31]3[CH:40]=[CH:39][C:34]([C:35]([OH:37])=[O:36])=[CH:33][CH:32]=3)[CH:16]=2)[CH:8]=[C:9]([C:11]([CH3:14])([CH3:13])[CH3:12])[CH:10]=1)([CH3:2])([CH3:3])[CH3:4]. The catalyst class is: 92. (4) Reactant: [Cl:1][C:2]1[N:10]=[C:9]([Cl:11])[CH:8]=[CH:7][C:3]=1[C:4](O)=[O:5].C(Cl)(=O)C(Cl)=O.C[N:19](C=O)C.[NH4+].[OH-]. Product: [Cl:1][C:2]1[N:10]=[C:9]([Cl:11])[CH:8]=[CH:7][C:3]=1[C:4]([NH2:19])=[O:5]. The catalyst class is: 2.